Dataset: Catalyst prediction with 721,799 reactions and 888 catalyst types from USPTO. Task: Predict which catalyst facilitates the given reaction. (1) Reactant: [N+:1]([C:4]1[CH:5]=[C:6]2[C:10](=[CH:11][CH:12]=1)[NH:9][C:8]([C:13]([OH:15])=[O:14])=[CH:7]2)([O-:3])=[O:2].C(Cl)(=O)C(Cl)=O.CN(C=O)C.[CH3:27][C:28]([CH3:31])([O-])[CH3:29].[K+]. Product: [N+:1]([C:4]1[CH:5]=[C:6]2[C:10](=[CH:11][CH:12]=1)[NH:9][C:8]([C:13]([O:15][C:28]([CH3:31])([CH3:29])[CH3:27])=[O:14])=[CH:7]2)([O-:3])=[O:2]. The catalyst class is: 1. (2) Product: [CH3:13][N:15]([CH3:16])[C:22]([CH3:21])([CH3:23])/[CH:24]=[CH:4]/[C:3]([O:6][C:7]([CH3:10])([CH3:9])[CH3:8])=[O:5]. Reactant: BrBr.[C:3]([O:6][C:7]([CH3:10])([CH3:9])[CH3:8])(=[O:5])[CH3:4].[Li+].C[CH:13]([N-:15][CH:16](C)C)C.[Li]C[CH2:21][CH2:22][CH3:23].[CH:24](NC(C)C)(C)C. The catalyst class is: 28. (3) Reactant: OC(C(F)(F)F)=O.[NH2:8][CH2:9][CH2:10][C:11]1[CH:16]=[CH:15][C:14]([N:17]2[S:21](=[O:23])(=[O:22])[N:20]([CH2:24][CH2:25][Si:26]([CH3:29])([CH3:28])[CH3:27])[C:19](=[O:30])[CH2:18]2)=[C:13]([O:31][CH2:32][C:33]2[CH:38]=[CH:37][CH:36]=[CH:35][CH:34]=2)[CH:12]=1.C(N(CC)CC)C.[CH:46]1([CH2:52][S:53](Cl)(=[O:55])=[O:54])[CH2:51][CH2:50][CH2:49][CH2:48][CH2:47]1. Product: [CH2:32]([O:31][C:13]1[CH:12]=[C:11]([CH2:10][CH2:9][NH:8][S:53]([CH2:52][CH:46]2[CH2:51][CH2:50][CH2:49][CH2:48][CH2:47]2)(=[O:55])=[O:54])[CH:16]=[CH:15][C:14]=1[N:17]1[CH2:18][C:19](=[O:30])[N:20]([CH2:24][CH2:25][Si:26]([CH3:27])([CH3:28])[CH3:29])[S:21]1(=[O:23])=[O:22])[C:33]1[CH:34]=[CH:35][CH:36]=[CH:37][CH:38]=1. The catalyst class is: 2. (4) Reactant: [CH3:1][C:2]1[C:3]([N:8](COCCOC)[S:9]([C:12]2[S:13][C:14]([CH3:44])=[CH:15][C:16]=2[C:17]2[CH:22]=[CH:21][C:20]([CH2:23][N:24]3[C:33]4[C:28](=[C:29]([CH3:35])[N:30]=[C:31]([CH3:34])[CH:32]=4)[CH:27]=[C:26]([C:36]4[CH:41]=[CH:40][CH:39]=[CH:38][CH:37]=4)[C:25]3=[O:42])=[CH:19][C:18]=2[CH3:43])(=[O:11])=[O:10])=[N:4][O:5][C:6]=1[CH3:7].Cl. Product: [CH3:1][C:2]1[C:3]([NH:8][S:9]([C:12]2[S:13][C:14]([CH3:44])=[CH:15][C:16]=2[C:17]2[CH:22]=[CH:21][C:20]([CH2:23][N:24]3[C:33]4[C:28](=[C:29]([CH3:35])[N:30]=[C:31]([CH3:34])[CH:32]=4)[CH:27]=[C:26]([C:36]4[CH:37]=[CH:38][CH:39]=[CH:40][CH:41]=4)[C:25]3=[O:42])=[CH:19][C:18]=2[CH3:43])(=[O:11])=[O:10])=[N:4][O:5][C:6]=1[CH3:7]. The catalyst class is: 8. (5) Reactant: [CH:1]([N:4]1[C:12]2[CH:11]=[C:10]([NH:13][C:14]3[CH:19]=[CH:18][N:17]=[C:16]([C:20]4[S:24][C:23]([NH:25][CH3:26])=[N:22][CH:21]=4)[N:15]=3)[N:9]=[CH:8][C:7]=2[N:6]=[C:5]1[CH3:27])([CH3:3])[CH3:2].[C:28]([OH:31])(=O)[CH3:29].C(N(CC)C(C)C)(C)C.F[P-](F)(F)(F)(F)F.CN(C(N(C)C)=[N+]1C2C(=NC=CC=2)[N+]([O-])=N1)C. Product: [CH:1]([N:4]1[C:12]2[CH:11]=[C:10]([NH:13][C:14]3[CH:19]=[CH:18][N:17]=[C:16]([C:20]4[S:24][C:23]([N:25]([CH3:26])[C:28](=[O:31])[CH3:29])=[N:22][CH:21]=4)[N:15]=3)[N:9]=[CH:8][C:7]=2[N:6]=[C:5]1[CH3:27])([CH3:3])[CH3:2]. The catalyst class is: 204. (6) Reactant: Cl[C:2]1[N:7]=[C:6]([NH:8][C:9]2[CH:10]=[CH:11][C:12]3[S:16][C:15]([CH3:17])=[N:14][C:13]=3[CH:18]=2)[CH:5]=[N:4][CH:3]=1.[N:19]1[CH:24]=[CH:23][C:22](B(O)O)=[CH:21][CH:20]=1.C(=O)([O-])[O-].[Na+].[Na+]. Product: [CH3:17][C:15]1[S:16][C:12]2[CH:11]=[CH:10][C:9]([NH:8][C:6]3[CH:5]=[N:4][CH:3]=[C:2]([C:22]4[CH:23]=[CH:24][N:19]=[CH:20][CH:21]=4)[N:7]=3)=[CH:18][C:13]=2[N:14]=1. The catalyst class is: 108. (7) Reactant: [C:1]1([CH2:7][C:8](OC)=O)[CH:6]=[CH:5][CH:4]=[CH:3][CH:2]=1.[Li+].C[Si]([N-][Si](C)(C)C)(C)C.[NH2:22][C:23]1[C:28]([CH:29]=O)=[CH:27][N:26]=[C:25]([S:31][CH3:32])[N:24]=1.P(Cl)(Cl)([Cl:35])=O. Product: [Cl:35][C:8]1[C:7]([C:1]2[CH:6]=[CH:5][CH:4]=[CH:3][CH:2]=2)=[CH:29][C:28]2[CH:27]=[N:26][C:25]([S:31][CH3:32])=[N:24][C:23]=2[N:22]=1. The catalyst class is: 1. (8) Reactant: [N:1]1([C:7]2[CH:12]=[CH:11][C:10]([N:13]3[CH:18]=[CH:17][N:16]=[CH:15][C:14]3=[O:19])=[CH:9][CH:8]=2)[CH2:6][CH2:5][NH:4][CH2:3][CH2:2]1.CC1C=CC(S(O[CH2:31][CH2:32][CH2:33][C:34]2[C:42]3[C:37](=[CH:38][CH:39]=[C:40]([C:43]#[N:44])[CH:41]=3)[NH:36][CH:35]=2)(=O)=O)=CC=1.C(=O)([O-])[O-].[K+].[K+].[I-].[K+]. Product: [O:19]=[C:14]1[CH:15]=[N:16][CH:17]=[CH:18][N:13]1[C:10]1[CH:11]=[CH:12][C:7]([N:1]2[CH2:6][CH2:5][N:4]([CH2:31][CH2:32][CH2:33][C:34]3[C:42]4[C:37](=[CH:38][CH:39]=[C:40]([C:43]#[N:44])[CH:41]=4)[NH:36][CH:35]=3)[CH2:3][CH2:2]2)=[CH:8][CH:9]=1. The catalyst class is: 10. (9) Reactant: [NH2:1][C:2]1[CH:3]=[CH:4][C:5]([C:8]2[N:13]=[C:12]([OH:14])[C:11]([CH2:15][CH3:16])=[C:10]([CH3:17])[N:9]=2)=[N:6][CH:7]=1.C(N(CC)CC)C.[Cl:25][CH2:26][C:27](Cl)=[O:28]. Product: [Cl:25][CH2:26][C:27]([NH:1][C:2]1[CH:7]=[N:6][C:5]([C:8]2[N:13]=[C:12]([OH:14])[C:11]([CH2:15][CH3:16])=[C:10]([CH3:17])[N:9]=2)=[CH:4][CH:3]=1)=[O:28]. The catalyst class is: 1.